From a dataset of Catalyst prediction with 721,799 reactions and 888 catalyst types from USPTO. Predict which catalyst facilitates the given reaction. (1) Reactant: Br[C:2]1[NH:6][C:5]2[CH:7]=[CH:8][C:9]([Br:11])=[CH:10][C:4]=2[N:3]=1.[NH:12]1[CH2:16][CH2:15][CH2:14][CH2:13]1. Product: [Br:11][C:9]1[CH:8]=[CH:7][C:5]2[NH:6][C:2]([N:12]3[CH2:16][CH2:15][CH2:14][CH2:13]3)=[N:3][C:4]=2[CH:10]=1. The catalyst class is: 10. (2) Product: [CH3:34][O:33][C:31]1[CH:30]=[C:28]([NH:29][CH:2]([C:18]2[CH:23]=[CH:22][CH:21]=[CH:20][CH:19]=2)[C:3]([C:5]2[C:13]3[C:8](=[C:9]([CH2:14][CH2:15][OH:16])[CH:10]=[CH:11][CH:12]=3)[N:7]([CH3:17])[CH:6]=2)=[O:4])[CH:27]=[C:26]([O:25][CH3:24])[CH:32]=1. The catalyst class is: 10. Reactant: Br[CH:2]([C:18]1[CH:23]=[CH:22][CH:21]=[CH:20][CH:19]=1)[C:3]([C:5]1[C:13]2[C:8](=[C:9]([CH2:14][CH2:15][OH:16])[CH:10]=[CH:11][CH:12]=2)[N:7]([CH3:17])[CH:6]=1)=[O:4].[CH3:24][O:25][C:26]1[CH:27]=[C:28]([CH:30]=[C:31]([O:33][CH3:34])[CH:32]=1)[NH2:29].